From a dataset of Full USPTO retrosynthesis dataset with 1.9M reactions from patents (1976-2016). Predict the reactants needed to synthesize the given product. The reactants are: Br[C:2]1[CH:3]=[N:4][C:5]2[N:6]([CH:8]=[C:9]([CH2:11][O:12][C:13]3[CH:18]=[CH:17][C:16]([F:19])=[CH:15][CH:14]=3)[N:10]=2)[CH:7]=1.[CH3:20][O:21][C:22]1[CH:23]=[C:24](B(O)O)[CH:25]=[N:26][CH:27]=1. Given the product [F:19][C:16]1[CH:17]=[CH:18][C:13]([O:12][CH2:11][C:9]2[N:10]=[C:5]3[N:4]=[CH:3][C:2]([C:24]4[CH:25]=[N:26][CH:27]=[C:22]([O:21][CH3:20])[CH:23]=4)=[CH:7][N:6]3[CH:8]=2)=[CH:14][CH:15]=1, predict the reactants needed to synthesize it.